Dataset: Tox21: 12 toxicity assays (nuclear receptors and stress response pathways). Task: Binary classification across 12 toxicity assays. (1) The compound is O=CCc1ccccc1. It tested positive (active) for: SR-MMP (Mitochondrial Membrane Potential disruption). (2) The drug is CC(=O)Nc1ccccc1O. It tested positive (active) for: NR-AhR (Aryl hydrocarbon Receptor agonist activity), and SR-ARE (Antioxidant Response Element (oxidative stress)). (3) The molecule is O=C(O)CN(CC(=O)O)CC(=O)O. It tested positive (active) for: SR-ARE (Antioxidant Response Element (oxidative stress)).